From a dataset of Forward reaction prediction with 1.9M reactions from USPTO patents (1976-2016). Predict the product of the given reaction. (1) Given the reactants C1(C)C=CC(S([CH2:10][N+:11]#[C-:12])(=O)=O)=CC=1.[C:14]([O:18][C:19](=[O:48])[N:20]([C:29]1[S:30][C@:31]2([CH:46]=[O:47])[C@H:33]([C@:34]([C:38]3[CH:43]=[C:42]([Br:44])[CH:41]=[CH:40][C:39]=3[F:45])([CH2:36][F:37])[N:35]=1)[CH2:32]2)[CH2:21][O:22][CH2:23][CH2:24][Si:25]([CH3:28])([CH3:27])[CH3:26])([CH3:17])([CH3:16])[CH3:15].C(=O)([O-])[O-].[K+].[K+], predict the reaction product. The product is: [C:14]([O:18][C:19](=[O:48])[N:20]([C:29]1[S:30][C@:31]2([C:46]3[O:47][CH:12]=[N:11][CH:10]=3)[C@H:33]([C@:34]([C:38]3[CH:43]=[C:42]([Br:44])[CH:41]=[CH:40][C:39]=3[F:45])([CH2:36][F:37])[N:35]=1)[CH2:32]2)[CH2:21][O:22][CH2:23][CH2:24][Si:25]([CH3:28])([CH3:26])[CH3:27])([CH3:17])([CH3:15])[CH3:16]. (2) Given the reactants [F:1][C:2]1[CH:7]=[C:6]([N+:8]([O-])=O)[CH:5]=[CH:4][C:3]=1[CH2:11][CH2:12][S:13]([CH3:16])(=[O:15])=[O:14], predict the reaction product. The product is: [F:1][C:2]1[CH:7]=[C:6]([CH:5]=[CH:4][C:3]=1[CH2:11][CH2:12][S:13]([CH3:16])(=[O:15])=[O:14])[NH2:8].